From a dataset of Reaction yield outcomes from USPTO patents with 853,638 reactions. Predict the reaction yield, written as a fraction of the theoretical maximum amount of product (1.0 means a 100% yield; for example, 0.34 means a 34% yield). The product is [CH2:29]([O:28][C:4]([NH:6][C:7]1[CH:8]=[CH:9][C:10]([C@H:13]2[CH2:14][CH2:15][C@H:16]([CH2:19][C:20]([O:22][CH3:23])=[O:21])[CH2:17][CH2:18]2)=[CH:11][CH:12]=1)=[O:5])[C:30]1[CH:35]=[CH:34][CH:33]=[CH:32][CH:31]=1. The catalyst is N1C=CC=CC=1. The yield is 0.680. The reactants are N(C(=O)[C:4]([NH:6][C:7]1[CH:12]=[CH:11][C:10]([C@H:13]2[CH2:18][CH2:17][C@H:16]([CH2:19][C:20]([O:22][CH3:23])=[O:21])[CH2:15][CH2:14]2)=[CH:9][CH:8]=1)=[O:5])N.ClC([O:28][CH2:29][C:30]1[CH:35]=[CH:34][CH:33]=[CH:32][CH:31]=1)=O.